This data is from Reaction yield outcomes from USPTO patents with 853,638 reactions. The task is: Predict the reaction yield, written as a fraction of the theoretical maximum amount of product (1.0 means a 100% yield; for example, 0.34 means a 34% yield). The reactants are [CH3:1][N:2]([S:17]([C:20]1[CH:25]=[CH:24][CH:23]=[CH:22][C:21]=1[C:26]([F:29])([F:28])[F:27])(=[O:19])=[O:18])[C:3]1[CH:4]=[CH:5][CH:6]=[C:7]2[C:11]=1[NH:10][C:9]([C:12]([O:14]CC)=[O:13])=[CH:8]2.[OH-].[K+].C(O)(=O)CC(CC(O)=O)(C(O)=O)O. The catalyst is O1CCCC1.CO. The product is [CH3:1][N:2]([S:17]([C:20]1[CH:25]=[CH:24][CH:23]=[CH:22][C:21]=1[C:26]([F:29])([F:27])[F:28])(=[O:18])=[O:19])[C:3]1[CH:4]=[CH:5][CH:6]=[C:7]2[C:11]=1[NH:10][C:9]([C:12]([OH:14])=[O:13])=[CH:8]2. The yield is 0.630.